This data is from Peptide-MHC class II binding affinity with 134,281 pairs from IEDB. The task is: Regression. Given a peptide amino acid sequence and an MHC pseudo amino acid sequence, predict their binding affinity value. This is MHC class II binding data. (1) The peptide sequence is SGKAFGAMAKKGQED. The MHC is DRB1_1201 with pseudo-sequence DRB1_1201. The binding affinity (normalized) is 0.0420. (2) The peptide sequence is YDKFLANVSFVLTGK. The MHC is DRB1_0405 with pseudo-sequence DRB1_0405. The binding affinity (normalized) is 0.554.